This data is from Forward reaction prediction with 1.9M reactions from USPTO patents (1976-2016). The task is: Predict the product of the given reaction. (1) Given the reactants [Cl:1][C:2]1[CH:10]=[C:9]2[C:5]([CH:6]=[CH:7][NH:8]2)=[CH:4][N:3]=1.S(C)C.C1COCC1, predict the reaction product. The product is: [Cl:1][C:2]1[N:3]=[CH:4][C:5]2[CH2:6][CH2:7][NH:8][C:9]=2[CH:10]=1. (2) Given the reactants [OH:1][CH2:2][C:3]1([CH2:16][OH:17])[C:15]2[CH:14]=[CH:13][CH:12]=[CH:11][C:10]=2[C:9]2[C:4]1=[CH:5][CH:6]=[CH:7][CH:8]=2.ClCCl.[CH3:21][Si:22](Cl)([CH3:24])[CH3:23], predict the reaction product. The product is: [CH3:21][Si:22]([CH3:24])([CH3:23])[O:1][CH2:2][C:3]1([CH2:16][O:17][Si:22]([CH3:24])([CH3:23])[CH3:21])[C:15]2[CH:14]=[CH:13][CH:12]=[CH:11][C:10]=2[C:9]2[C:4]1=[CH:5][CH:6]=[CH:7][CH:8]=2. (3) Given the reactants [OH-].[Na+].C([NH:11][C:12]([NH:14][C:15]1[C:20]([O:21][C:22]2[CH:27]=[CH:26][C:25]([C:28]#[N:29])=[CH:24][CH:23]=2)=[CH:19][C:18]([Br:30])=[CH:17][N:16]=1)=[S:13])(=O)C1C=CC=CC=1, predict the reaction product. The product is: [Br:30][C:18]1[CH:19]=[C:20]([O:21][C:22]2[CH:27]=[CH:26][C:25]([C:28]#[N:29])=[CH:24][CH:23]=2)[C:15]([NH:14][C:12]([NH2:11])=[S:13])=[N:16][CH:17]=1. (4) Given the reactants C([O:3][C:4](=O)[CH2:5][CH:6]1[S:11](=[O:13])(=[O:12])[CH2:10][CH2:9][N:8]([C:14]([O:16][C:17]([CH3:20])([CH3:19])[CH3:18])=[O:15])[CH2:7]1)C.[BH4-].[Na+], predict the reaction product. The product is: [OH:3][CH2:4][CH2:5][CH:6]1[S:11](=[O:12])(=[O:13])[CH2:10][CH2:9][N:8]([C:14]([O:16][C:17]([CH3:20])([CH3:19])[CH3:18])=[O:15])[CH2:7]1. (5) Given the reactants Cl.CN(C)CCCN=C=NCC.[CH:13]1([CH2:16][NH2:17])[CH2:15][CH2:14]1.[CH2:18]([O:20][P:21]([CH2:26][C:27](O)=[O:28])([O:23][CH2:24][CH3:25])=[O:22])[CH3:19].O.ON1C2C=CC=CC=2N=N1, predict the reaction product. The product is: [CH:13]1([CH2:16][NH:17][C:27](=[O:28])[CH2:26][P:21](=[O:22])([O:23][CH2:24][CH3:25])[O:20][CH2:18][CH3:19])[CH2:15][CH2:14]1. (6) Given the reactants C([O:3][C:4]([C:6]12[CH2:11][CH:10]1[CH2:9][N:8]([CH2:12][C:13]1[CH:18]=[CH:17][CH:16]=[CH:15][CH:14]=1)[CH2:7]2)=O)C.[H-].[Al+3].[Li+].[H-].[H-].[H-], predict the reaction product. The product is: [CH2:12]([N:8]1[CH2:9][CH:10]2[C:6]([CH2:4][OH:3])([CH2:11]2)[CH2:7]1)[C:13]1[CH:14]=[CH:15][CH:16]=[CH:17][CH:18]=1. (7) Given the reactants Br[C:2]1[CH:8]=[CH:7][C:5]([NH2:6])=[C:4]([N+:9]([O-:11])=[O:10])[CH:3]=1.[C:12]1(B(O)O)[CH:17]=[CH:16][CH:15]=[CH:14][CH:13]=1.C(=O)([O-])[O-].[Cs+].[Cs+], predict the reaction product. The product is: [N+:9]([C:4]1[CH:3]=[CH:2][C:8]([C:12]2[CH:17]=[CH:16][CH:15]=[CH:14][CH:13]=2)=[CH:7][C:5]=1[NH2:6])([O-:11])=[O:10]. (8) The product is: [C:1]([O:5][C:6]([N:8]1[CH2:13][CH2:12][CH:11]([C:14]2[S:15][CH:16]=[CH:17][C:18]=2[CH2:19][OH:20])[CH2:10][CH2:9]1)=[O:7])([CH3:4])([CH3:2])[CH3:3]. Given the reactants [C:1]([O:5][C:6]([N:8]1[CH2:13][CH2:12][CH:11]([C:14]2[S:15][CH:16]=[CH:17][C:18]=2[C:19](OC)=[O:20])[CH2:10][CH2:9]1)=[O:7])([CH3:4])([CH3:3])[CH3:2].CO, predict the reaction product. (9) Given the reactants [Br:1][C:2]1[CH:12]=[CH:11][C:5]([O:6][CH2:7][C:8]([NH2:10])=[O:9])=[C:4]([C:13]#[N:14])[CH:3]=1.N1CCC[CH2:17][CH2:16]1.[CH2:21]([NH2:27])[C:22]1[O:26][CH:25]=[CH:24][CH:23]=1, predict the reaction product. The product is: [Br:1][C:2]1[CH:12]=[CH:11][C:5]2[O:6][C:7]3[C:8](=[O:9])[NH:10][C:16]([CH2:17][NH:27][CH2:21][C:22]4[O:26][CH:25]=[CH:24][CH:23]=4)=[N:14][C:13]=3[C:4]=2[CH:3]=1.